This data is from NCI-60 drug combinations with 297,098 pairs across 59 cell lines. The task is: Regression. Given two drug SMILES strings and cell line genomic features, predict the synergy score measuring deviation from expected non-interaction effect. (1) Drug 1: CC1=C(C=C(C=C1)NC(=O)C2=CC=C(C=C2)CN3CCN(CC3)C)NC4=NC=CC(=N4)C5=CN=CC=C5. Drug 2: CC1C(C(CC(O1)OC2CC(OC(C2O)C)OC3=CC4=CC5=C(C(=O)C(C(C5)C(C(=O)C(C(C)O)O)OC)OC6CC(C(C(O6)C)O)OC7CC(C(C(O7)C)O)OC8CC(C(C(O8)C)O)(C)O)C(=C4C(=C3C)O)O)O)O. Cell line: CAKI-1. Synergy scores: CSS=53.9, Synergy_ZIP=-1.12, Synergy_Bliss=-4.35, Synergy_Loewe=-35.6, Synergy_HSA=-3.19. (2) Drug 1: C1C(C(OC1N2C=NC3=C2NC=NCC3O)CO)O. Drug 2: N.N.Cl[Pt+2]Cl. Cell line: NCI/ADR-RES. Synergy scores: CSS=39.5, Synergy_ZIP=3.33, Synergy_Bliss=4.64, Synergy_Loewe=1.87, Synergy_HSA=2.28.